This data is from Full USPTO retrosynthesis dataset with 1.9M reactions from patents (1976-2016). The task is: Predict the reactants needed to synthesize the given product. (1) Given the product [Cl:1][C:2]1[N:7]=[C:6]([CH3:8])[C:5]([NH:9][C:15](=[O:16])[O:14][C:10]([CH3:13])([CH3:12])[CH3:11])=[CH:4][CH:3]=1, predict the reactants needed to synthesize it. The reactants are: [Cl:1][C:2]1[N:7]=[C:6]([CH3:8])[C:5]([NH2:9])=[CH:4][CH:3]=1.[C:10]([O:14][C:15](O[C:15]([O:14][C:10]([CH3:13])([CH3:12])[CH3:11])=[O:16])=[O:16])([CH3:13])([CH3:12])[CH3:11].[Li+].C[Si]([N-][Si](C)(C)C)(C)C.[OH-].[Na+]. (2) Given the product [CH2:21]([O:20][C:7]1([O:6][CH2:4][CH3:5])[CH2:12][CH2:11][N:10]([C@@H:13]2[CH2:17][CH2:16][C@H:15]([CH2:18][O:19][CH2:2][CH3:3])[CH2:14]2)[CH2:9][CH2:8]1)[CH3:22], predict the reactants needed to synthesize it. The reactants are: I[CH2:2][CH3:3].[CH2:4]([O:6][C:7]1([O:20][CH2:21][CH3:22])[CH2:12][CH2:11][N:10]([C@@H:13]2[CH2:17][CH2:16][C@H:15]([CH2:18][OH:19])[CH2:14]2)[CH2:9][CH2:8]1)[CH3:5].[OH-].[K+].C(OCC)C. (3) Given the product [CH3:32][N:4]([C:5]1[CH:10]=[C:9]([CH:11]2[CH2:16][CH2:15][NH:14][CH2:13][CH2:12]2)[CH:8]=[C:7]([NH:24][C:25]2[CH:30]=[C:29]([CH3:31])[CH:28]=[CH:27][N:26]=2)[N:6]=1)[CH2:3][CH2:2][OH:1], predict the reactants needed to synthesize it. The reactants are: [OH:1][CH2:2][CH2:3][N:4]([CH3:32])[C:5]1[CH:10]=[C:9]([CH:11]2[CH2:16][CH2:15][N:14](C(OC(C)(C)C)=O)[CH2:13][CH2:12]2)[CH:8]=[C:7]([NH:24][C:25]2[CH:30]=[C:29]([CH3:31])[CH:28]=[CH:27][N:26]=2)[N:6]=1.Cl.O1CCOCC1. (4) Given the product [Cl:1][C:2]1[CH:17]=[C:16]([Cl:18])[CH:15]=[CH:14][C:3]=1[O:4][C:5]1[CH:12]=[CH:11][C:8]([C:9]#[N:10])=[CH:7][C:6]=1[O:13][CH2:20][C:21](=[O:23])[CH3:22], predict the reactants needed to synthesize it. The reactants are: [Cl:1][C:2]1[CH:17]=[C:16]([Cl:18])[CH:15]=[CH:14][C:3]=1[O:4][C:5]1[CH:12]=[CH:11][C:8]([C:9]#[N:10])=[CH:7][C:6]=1[OH:13].Cl[CH2:20][C:21](=[O:23])[CH3:22].C(=O)([O-])[O-].[K+].[K+].[I-].[K+]. (5) Given the product [F:3][C:4]1[C:5]([OH:15])=[C:6]([CH:11]=[CH:12][C:13]=1[F:14])[C:7]([NH:1][OH:2])=[O:8], predict the reactants needed to synthesize it. The reactants are: [NH2:1][OH:2].[F:3][C:4]1[C:5]([OH:15])=[C:6]([CH:11]=[CH:12][C:13]=1[F:14])[C:7](OC)=[O:8]. (6) The reactants are: [CH2:1]([O:3][C:4](=[O:21])[CH2:5][NH:6][CH:7]([C:14]1[CH:19]=[CH:18][C:17]([Cl:20])=[CH:16][CH:15]=1)[C:8]1[CH:13]=[CH:12][CH:11]=[CH:10][CH:9]=1)[CH3:2].C(N(C(C)C)C(C)C)C.Cl[C:32]([O:34][CH2:35][CH:36]=[CH2:37])=[O:33]. Given the product [CH2:1]([O:3][C:4](=[O:21])[CH2:5][N:6]([C:32]([O:34][CH2:35][CH:36]=[CH2:37])=[O:33])[CH:7]([C:14]1[CH:15]=[CH:16][C:17]([Cl:20])=[CH:18][CH:19]=1)[C:8]1[CH:13]=[CH:12][CH:11]=[CH:10][CH:9]=1)[CH3:2], predict the reactants needed to synthesize it. (7) The reactants are: C(S[C:9]1[CH:10]=[C:11]2[C:16](=[CH:17][CH:18]=1)[N:15]([C:19]1[CH:24]=[C:23]([Br:25])[CH:22]=[CH:21][C:20]=1[O:26][CH3:27])[C:14](=[O:28])[CH:13]=[CH:12]2)C1C=CC=CC=1.ClN1C(C)(C)C(=O)N(Cl)C1=O.[S:40](Cl)(Cl)(=[O:42])=[O:41].[F:45][C:46]1[C:51]([F:52])=[C:50]([F:53])[C:49]([F:54])=[C:48]([F:55])[C:47]=1[OH:56]. Given the product [Br:25][C:23]1[CH:22]=[CH:21][C:20]([O:26][CH3:27])=[C:19]([N:15]2[C:16]3[C:11](=[CH:10][C:9]([S:40]([O:56][C:47]4[C:46]([F:45])=[C:51]([F:52])[C:50]([F:53])=[C:49]([F:54])[C:48]=4[F:55])(=[O:42])=[O:41])=[CH:18][CH:17]=3)[CH:12]=[CH:13][C:14]2=[O:28])[CH:24]=1, predict the reactants needed to synthesize it. (8) The reactants are: [O:1]=[C:2]1[NH:6][C:5](=[O:7])[CH:4]([CH:8]=[C:9]2[CH:21]=[CH:20][C:12]([O:13][CH2:14][C:15]([O:17][CH2:18][CH3:19])=[O:16])=[CH:11][CH2:10]2)[S:3]1.[H][H]. Given the product [CH2:18]([O:17][C:15](=[O:16])[CH2:14][O:13][C:12]1[CH:11]=[CH:10][C:9]([CH2:8][CH:4]2[S:3][C:2](=[O:1])[NH:6][C:5]2=[O:7])=[CH:21][CH:20]=1)[CH3:19], predict the reactants needed to synthesize it. (9) Given the product [Br:13][C:14]1[CH:15]=[CH:16][C:17]([C:18]2[O:20][N:28]=[C:25]([C:24]([F:30])([F:29])[F:23])[N:26]=2)=[CH:21][CH:22]=1, predict the reactants needed to synthesize it. The reactants are: C(N1C=CN=C1)(N1C=CN=C1)=O.[Br:13][C:14]1[CH:22]=[CH:21][C:17]([C:18]([OH:20])=O)=[CH:16][CH:15]=1.[F:23][C:24]([F:30])([F:29])[C:25]([NH2:28])=[N:26]O. (10) Given the product [CH:13]1([N:8]2[C:5]3=[N:6][CH:7]=[C:2]([OH:19])[CH:3]=[C:4]3[C:10]([C:11]#[N:12])=[CH:9]2)[CH2:16][CH2:15][CH2:14]1, predict the reactants needed to synthesize it. The reactants are: Br[C:2]1[CH:3]=[C:4]2[C:10]([C:11]#[N:12])=[CH:9][N:8]([CH:13]3[CH2:16][CH2:15][CH2:14]3)[C:5]2=[N:6][CH:7]=1.C([O-])(=[O:19])C.[K+].